Dataset: Full USPTO retrosynthesis dataset with 1.9M reactions from patents (1976-2016). Task: Predict the reactants needed to synthesize the given product. (1) Given the product [N:45]1[C:46]2[C:41](=[CH:40][C:39]([C:36]3([C:33]4[N:31]5[CH:32]=[C:27]([C:24]6[CH:23]=[CH:22][C:21]([N:15]7[CH2:16][CH2:17][N:18]([C:50]([O:52][CH3:53])=[O:51])[CH2:19][CH2:20]7)=[N:26][CH:25]=6)[CH:28]=[N:29][C:30]5=[N:35][CH:34]=4)[CH2:38][CH2:37]3)=[CH:48][CH:47]=2)[CH:42]=[CH:43][CH:44]=1, predict the reactants needed to synthesize it. The reactants are: CN1CCOCC1.OC(C(F)(F)F)=O.[N:15]1([C:21]2[N:26]=[CH:25][C:24]([C:27]3[CH:28]=[N:29][C:30]4[N:31]([C:33]([C:36]5([C:39]6[CH:40]=[C:41]7[C:46](=[CH:47][CH:48]=6)[N:45]=[CH:44][CH:43]=[CH:42]7)[CH2:38][CH2:37]5)=[CH:34][N:35]=4)[CH:32]=3)=[CH:23][CH:22]=2)[CH2:20][CH2:19][NH:18][CH2:17][CH2:16]1.Cl[C:50]([O:52][CH3:53])=[O:51]. (2) Given the product [ClH:17].[Cl:17][C:12]1[CH:11]=[C:10]([CH:15]=[CH:14][C:13]=1[F:16])[C:9]([NH:8][C@H:5]1[CH2:4][CH2:3][C@@H:2]([NH:1][C:20]2[C:25]([F:26])=[C:24]([CH3:27])[CH:23]=[CH:22][N:21]=2)[CH2:7][CH2:6]1)=[O:18], predict the reactants needed to synthesize it. The reactants are: [NH2:1][C@@H:2]1[CH2:7][CH2:6][C@H:5]([NH:8][C:9](=[O:18])[C:10]2[CH:15]=[CH:14][C:13]([F:16])=[C:12]([Cl:17])[CH:11]=2)[CH2:4][CH2:3]1.Cl[C:20]1[C:25]([F:26])=[C:24]([CH3:27])[CH:23]=[CH:22][N:21]=1. (3) Given the product [CH3:1][O:16][C:15](=[O:17])[C:14](=[O:18])[CH:13]=[CH:12][C:9]1[CH:10]=[CH:11][C:6]([Br:5])=[CH:7][C:8]=1[F:19], predict the reactants needed to synthesize it. The reactants are: [C:1](Cl)(=O)C.[Br:5][C:6]1[CH:11]=[CH:10][C:9]([CH:12]=[CH:13][C:14](=[O:18])[C:15]([OH:17])=[O:16])=[C:8]([F:19])[CH:7]=1. (4) Given the product [CH2:23]([N:5]([CH2:1][CH2:2][CH2:3][CH3:4])[C:6]1[CH:11]=[CH:10][C:9]([CH:12]=[CH:13][C:14]2[S:18][C:17]([CH:19]=[CH:34][C:33]3[C:32]([CH3:39])([C:35]([F:38])([F:36])[F:37])[O:31][C:30](=[C:40]([C:41]#[N:42])[C:43]#[N:44])[C:29]=3[C:27]#[N:28])=[CH:16][CH:15]=2)=[C:8]([O:21][CH3:22])[CH:7]=1)[CH2:24][CH2:25][CH3:26], predict the reactants needed to synthesize it. The reactants are: [CH2:1]([N:5]([CH2:23][CH2:24][CH2:25][CH3:26])[C:6]1[CH:11]=[CH:10][C:9]([CH:12]=[CH:13][C:14]2[S:18][C:17]([CH:19]=O)=[CH:16][CH:15]=2)=[C:8]([O:21][CH3:22])[CH:7]=1)[CH2:2][CH2:3][CH3:4].[C:27]([C:29]1[C:30](=[C:40]([C:43]#[N:44])[C:41]#[N:42])[O:31][C:32]([CH3:39])([C:35]([F:38])([F:37])[F:36])[C:33]=1[CH3:34])#[N:28]. (5) Given the product [CH2:11]([O:13][C:14](=[O:35])[N:15]([C:24]1[CH:29]=[C:28]([O:10][CH2:9][CH:6]2[CH2:7][CH2:8][O:3][CH2:4][CH2:5]2)[N:27]=[C:26]([NH2:31])[C:25]=1[N+:32]([O-:34])=[O:33])[CH2:16][C:17]1[CH:18]=[N:19][C:20]([CH3:23])=[CH:21][CH:22]=1)[CH3:12], predict the reactants needed to synthesize it. The reactants are: [H-].[Na+].[O:3]1[CH2:8][CH2:7][CH:6]([CH2:9][OH:10])[CH2:5][CH2:4]1.[CH2:11]([O:13][C:14](=[O:35])[N:15]([C:24]1[CH:29]=[C:28](Cl)[N:27]=[C:26]([NH2:31])[C:25]=1[N+:32]([O-:34])=[O:33])[CH2:16][C:17]1[CH:18]=[N:19][C:20]([CH3:23])=[CH:21][CH:22]=1)[CH3:12].C(Cl)Cl. (6) Given the product [C:1]1([C:16]2[CH:21]=[CH:20][CH:19]=[CH:18][CH:17]=2)[CH:6]=[CH:5][CH:4]=[CH:3][C:2]=1[CH:7]1[N:15]([CH2:28][C:24]2[CH:23]=[C:22]([C:30]3[CH:35]=[CH:34][CH:33]=[CH:32][CH:31]=3)[CH:27]=[CH:26][CH:25]=2)[C:11](=[O:12])[CH2:10][CH2:9][CH2:8]1, predict the reactants needed to synthesize it. The reactants are: [C:1]1([C:16]2[CH:21]=[CH:20][CH:19]=[CH:18][CH:17]=2)[CH:6]=[CH:5][CH:4]=[CH:3][C:2]=1[CH:7]([NH2:15])[CH2:8][CH2:9][CH2:10][C:11](OC)=[O:12].[C:22]1([C:30]2[CH:35]=[CH:34][CH:33]=[CH:32][CH:31]=2)[CH:27]=[CH:26][CH:25]=[C:24]([CH:28]=O)[CH:23]=1.